The task is: Predict the product of the given reaction.. This data is from Forward reaction prediction with 1.9M reactions from USPTO patents (1976-2016). (1) Given the reactants [O:1]([CH2:8][C:9]([OH:11])=O)[C:2]1[CH:7]=[CH:6][CH:5]=[CH:4][CH:3]=1.[NH2:12][C:13]1[CH:14]=[C:15]([CH:19]=[CH:20][CH:21]=1)[C:16]([NH2:18])=[O:17].C1C=CC2N(O)N=NC=2C=1.CCN(C(C)C)C(C)C.C(Cl)CCl, predict the reaction product. The product is: [O:1]([CH2:8][C:9]([NH:12][C:13]1[CH:14]=[C:15]([CH:19]=[CH:20][CH:21]=1)[C:16]([NH2:18])=[O:17])=[O:11])[C:2]1[CH:3]=[CH:4][CH:5]=[CH:6][CH:7]=1. (2) Given the reactants [CH3:1][O:2][C:3]1[CH:4]=[C:5]2[C:10](=[CH:11][CH:12]=1)[O:9][C:8](=[O:13])[CH:7]=[C:6]2[NH:14][CH:15]1[CH2:20][CH2:19][NH:18][CH2:17][CH2:16]1.[F:21][C:22]([F:33])([F:32])[O:23][C:24]1[CH:25]=[C:26]([CH:29]=[CH:30][CH:31]=1)[CH:27]=O, predict the reaction product. The product is: [CH3:1][O:2][C:3]1[CH:4]=[C:5]2[C:10](=[CH:11][CH:12]=1)[O:9][C:8](=[O:13])[CH:7]=[C:6]2[NH:14][CH:15]1[CH2:20][CH2:19][N:18]([CH2:27][C:26]2[CH:29]=[CH:30][CH:31]=[C:24]([O:23][C:22]([F:21])([F:32])[F:33])[CH:25]=2)[CH2:17][CH2:16]1.